This data is from TCR-epitope binding with 47,182 pairs between 192 epitopes and 23,139 TCRs. The task is: Binary Classification. Given a T-cell receptor sequence (or CDR3 region) and an epitope sequence, predict whether binding occurs between them. (1) The epitope is KAYNVTQAF. The TCR CDR3 sequence is CASSFRTGPNTGELFF. Result: 1 (the TCR binds to the epitope). (2) The epitope is ELAGIGILTV. The TCR CDR3 sequence is CASSIASLLAGGTDTQYF. Result: 1 (the TCR binds to the epitope).